Dataset: Full USPTO retrosynthesis dataset with 1.9M reactions from patents (1976-2016). Task: Predict the reactants needed to synthesize the given product. (1) Given the product [CH2:1]([O:3][C:4](=[O:20])[CH2:5][CH:6]([N:10]1[C:14]2[CH:15]=[CH:16][CH:17]=[CH:18][C:13]=2[N:12]([CH2:31][C:28]2[CH:29]=[CH:30][C:22]([Cl:21])=[C:23]3[C:27]=2[N:26]([CH3:36])[C:25]([CH3:37])=[C:24]3[CH3:38])[C:11]1=[O:19])[CH2:7][CH2:8][CH3:9])[CH3:2], predict the reactants needed to synthesize it. The reactants are: [CH2:1]([O:3][C:4](=[O:20])[CH2:5][CH:6]([N:10]1[C:14]2[CH:15]=[CH:16][CH:17]=[CH:18][C:13]=2[NH:12][C:11]1=[O:19])[CH2:7][CH2:8][CH3:9])[CH3:2].[Cl:21][C:22]1[CH:30]=[CH:29][C:28]([CH2:31][N+](C)(C)C)=[C:27]2[C:23]=1[C:24]([CH3:38])=[C:25]([CH3:37])[N:26]2[CH3:36].[I-].C(=O)([O-])[O-].[K+].[K+]. (2) Given the product [F:10][C:9]([F:12])([F:11])[O:8][C:5]1[CH:6]=[CH:7][C:2]([C:13]#[N:14])=[CH:3][CH:4]=1, predict the reactants needed to synthesize it. The reactants are: Br[C:2]1[CH:7]=[CH:6][C:5]([O:8][C:9]([F:12])([F:11])[F:10])=[CH:4][CH:3]=1.[C:13]([Cu])#[N:14]. (3) The reactants are: [ClH:1].[I:2][C:3]1[CH:4]=[C:5]([CH:8]=[CH:9][CH:10]=1)[C:6]#[N:7].[CH2:11]([OH:13])[CH3:12]. Given the product [ClH:1].[I:2][C:3]1[CH:4]=[C:5]([CH:8]=[CH:9][CH:10]=1)[C:6](=[NH:7])[O:13][CH2:11][CH3:12], predict the reactants needed to synthesize it. (4) Given the product [F:9][C:8]([F:11])([F:10])[C:4]1[N:3]=[C:2]([O:12][C:13]2[CH:20]=[CH:19][C:16]([CH:17]=[O:18])=[CH:15][CH:14]=2)[CH:7]=[CH:6][CH:5]=1, predict the reactants needed to synthesize it. The reactants are: Cl[C:2]1[CH:7]=[CH:6][CH:5]=[C:4]([C:8]([F:11])([F:10])[F:9])[N:3]=1.[OH:12][C:13]1[CH:20]=[CH:19][C:16]([CH:17]=[O:18])=[CH:15][CH:14]=1. (5) Given the product [NH2:35][C:3]1[C:18]([C:20]2[CH:21]=[CH:22][C:23]([C:26]3([C:29]([F:32])([F:31])[F:30])[N:28]=[N:27]3)=[CH:24][CH:25]=2)([OH:19])[C:7]2[C:6](=[CH:11][CH:10]=[C:9]([C:12]#[C:13][Si:14]([CH3:15])([CH3:16])[CH3:17])[CH:8]=2)[N:5]=1, predict the reactants needed to synthesize it. The reactants are: ClC(Cl)[C:3]([NH:5][C:6]1[CH:11]=[CH:10][C:9]([C:12]#[C:13][Si:14]([CH3:17])([CH3:16])[CH3:15])=[CH:8][C:7]=1[C:18]([C:20]1[CH:25]=[CH:24][C:23]([C:26]2([C:29]([F:32])([F:31])[F:30])[N:28]=[N:27]2)=[CH:22][CH:21]=1)=[O:19])=O.[C-]#[N:35].[K+]. (6) Given the product [Cl:11][C:12]1[N:13]=[C:14]([C:2]2[S:1][CH:5]=[CH:4][N:3]=2)[C:15]2[S:20][CH:19]=[CH:18][C:16]=2[N:17]=1, predict the reactants needed to synthesize it. The reactants are: [S:1]1[CH:5]=[CH:4][N:3]=[CH:2]1.[Li]CCCC.[Cl:11][C:12]1[N:13]=[C:14](Cl)[C:15]2[S:20][CH:19]=[CH:18][C:16]=2[N:17]=1.